From a dataset of Reaction yield outcomes from USPTO patents with 853,638 reactions. Predict the reaction yield, written as a fraction of the theoretical maximum amount of product (1.0 means a 100% yield; for example, 0.34 means a 34% yield). (1) The reactants are Cl.[Cl:2][C:3]1[CH:8]=[CH:7][C:6]([S:9]([N:12]2[CH2:17][CH2:16][NH:15][CH2:14][C:13]2=[O:18])(=[O:11])=[O:10])=[C:5]([N+:19]([O-:21])=[O:20])[CH:4]=1.[CH:22]([O:35][C:36]([NH:38][C:39]1[CH:44]=[CH:43][N:42]([CH2:45][C:46](O)=[O:47])[C:41](=[O:49])[N:40]=1)=[O:37])([C:29]1[CH:34]=[CH:33][CH:32]=[CH:31][CH:30]=1)[C:23]1[CH:28]=[CH:27][CH:26]=[CH:25][CH:24]=1. No catalyst specified. The product is [CH:22]([O:35][C:36]([NH:38][C:39]1[CH:44]=[CH:43][N:42]([CH2:45][C:46]([N:15]2[CH2:16][CH2:17][N:12]([S:9]([C:6]3[CH:7]=[CH:8][C:3]([Cl:2])=[CH:4][C:5]=3[N+:19]([O-:21])=[O:20])(=[O:11])=[O:10])[C:13](=[O:18])[CH2:14]2)=[O:47])[C:41](=[O:49])[N:40]=1)=[O:37])([C:23]1[CH:24]=[CH:25][CH:26]=[CH:27][CH:28]=1)[C:29]1[CH:34]=[CH:33][CH:32]=[CH:31][CH:30]=1. The yield is 0.270. (2) The reactants are [S:1]1[CH2:5][C:4](=O)[NH:3][C:2]1=O.P(Br)(Br)([Br:10])=O.CN(C)[CH:15]=[O:16].[BrH:18]. The catalyst is C(Cl)Cl. The product is [Br:18][C:2]1[S:1][C:5]([CH:15]=[O:16])=[C:4]([Br:10])[N:3]=1. The yield is 0.309. (3) The reactants are Cl.C[O:3][C:4]([C:6]12[CH2:15][CH:10]3[CH2:11][CH:12]([CH2:14][C:8]([NH2:16])([CH2:9]3)[CH2:7]1)[CH2:13]2)=[O:5].[N:17]1[CH:22]=[CH:21][N:20]=[CH:19][C:18]=1[C:23](O)=[O:24].C1CN([P+](ON2N=NC3C=CC=CC2=3)(N2CCCC2)N2CCCC2)CC1.F[P-](F)(F)(F)(F)F.C(N(CC)CC)C.C(=O)(O)[O-].[Na+].O.[OH-].[Li+]. The catalyst is C(Cl)Cl. The product is [N:17]1[CH:22]=[CH:21][N:20]=[CH:19][C:18]=1[C:23]([NH:16][C:8]12[CH2:9][CH:10]3[CH2:11][CH:12]([CH2:13][C:6]([C:4]([OH:3])=[O:5])([CH2:15]3)[CH2:7]1)[CH2:14]2)=[O:24]. The yield is 0.950. (4) The yield is 0.850. The catalyst is CN(C=O)C. The reactants are [C:1]1([CH:7]([C:13]2[CH:18]=[CH:17][CH:16]=[CH:15][CH:14]=2)[C@@H:8]([OH:12])[CH2:9][CH:10]=[CH2:11])[CH:6]=[CH:5][CH:4]=[CH:3][CH:2]=1.[H-].[Na+].[CH2:21](Br)[CH:22]=[CH2:23]. The product is [C:13]1([CH:7]([C:1]2[CH:2]=[CH:3][CH:4]=[CH:5][CH:6]=2)[C@@H:8]([O:12][CH2:23][CH:22]=[CH2:21])[CH2:9][CH:10]=[CH2:11])[CH:14]=[CH:15][CH:16]=[CH:17][CH:18]=1. (5) The reactants are Cl[C:2]1[N:9]=[CH:8][C:7]([F:10])=[CH:6][C:3]=1[C:4]#[N:5].O.[NH2:12][NH2:13]. The catalyst is C(O)CCC. The product is [F:10][C:7]1[CH:6]=[C:3]2[C:4]([NH2:5])=[N:13][NH:12][C:2]2=[N:9][CH:8]=1. The yield is 0.880. (6) The reactants are COC(C1C=C(O)C2C(=C(OCC3C=CC=CC=3)C=CC=2)N=1)=O.C[O:25][C:26]([C:28]1[CH:37]=[C:36]([OH:38])[C:35]2[C:30](=[C:31]([N:39]([CH3:41])[CH3:40])[CH:32]=[CH:33][CH:34]=2)[N:29]=1)=[O:27]. The yield is 0.660. The product is [CH3:40][N:39]([CH3:41])[C:31]1[CH:32]=[CH:33][CH:34]=[C:35]2[C:30]=1[N:29]=[C:28]([C:26]([OH:27])=[O:25])[CH:37]=[C:36]2[OH:38]. No catalyst specified. (7) The catalyst is [Cu]I.CN(C=O)C. The yield is 0.100. The product is [Cl:24][C:25]1[CH:26]=[CH:27][C:28]([CH2:29][NH:30][C@@H:31]([C:33]2[CH:34]=[CH:35][CH:36]=[CH:37][CH:38]=2)[CH3:32])=[CH:39][C:40]=1[N:19]1[CH:23]=[N:22][CH:21]=[N:20]1. The reactants are CN[C@@H]1CCCC[C@H]1NC.P([O-])([O-])([O-])=O.[K+].[K+].[K+].[NH:19]1[CH:23]=[N:22][CH:21]=[N:20]1.[Cl:24][C:25]1[CH:40]=[CH:39][C:28]([CH2:29][NH:30][C@@H:31]([C:33]2[CH:38]=[CH:37][CH:36]=[CH:35][CH:34]=2)[CH3:32])=[CH:27][C:26]=1I. (8) The reactants are [N+:1]([C:4]1[CH:5]=[C:6]2[C:10](=[CH:11][CH:12]=1)[NH:9][CH:8]=[CH:7]2)([O-:3])=[O:2].Cl.Cl[C:15]1[CH:20]=[CH:19][N:18]=[CH:17][CH:16]=1.CC(C)([O-])C.[K+].O. The catalyst is CN(C=O)C. The product is [N+:1]([C:4]1[CH:5]=[C:6]2[C:10](=[CH:11][CH:12]=1)[N:9]([C:15]1[CH:20]=[CH:19][N:18]=[CH:17][CH:16]=1)[CH:8]=[CH:7]2)([O-:3])=[O:2]. The yield is 0.580.